The task is: Predict the reactants needed to synthesize the given product.. This data is from Full USPTO retrosynthesis dataset with 1.9M reactions from patents (1976-2016). Given the product [Br:1][C:2]1[C:3](=[O:29])[N:4]([C:19]2[CH:20]=[C:21]([CH:26]=[CH:27][CH:28]=2)[C:22]([OH:24])=[O:23])[C:5]([CH3:18])=[CH:6][C:7]=1[O:8][CH2:9][C:10]1[CH:15]=[CH:14][C:13]([F:16])=[CH:12][C:11]=1[F:17], predict the reactants needed to synthesize it. The reactants are: [Br:1][C:2]1[C:3](=[O:29])[N:4]([C:19]2[CH:20]=[C:21]([CH:26]=[CH:27][CH:28]=2)[C:22]([O:24]C)=[O:23])[C:5]([CH3:18])=[CH:6][C:7]=1[O:8][CH2:9][C:10]1[CH:15]=[CH:14][C:13]([F:16])=[CH:12][C:11]=1[F:17].[OH-].[Na+].Cl.